Dataset: Reaction yield outcomes from USPTO patents with 853,638 reactions. Task: Predict the reaction yield, written as a fraction of the theoretical maximum amount of product (1.0 means a 100% yield; for example, 0.34 means a 34% yield). (1) The catalyst is ClCCl.CN(C1C=CN=CC=1)C. The reactants are [C:1]([C:8]([NH2:13])([OH:12])[CH:9]([OH:11])[CH3:10])([O:3][C:4]([CH3:7])([CH3:6])[CH3:5])=[O:2].[OH:14][C:15]([CH:17]([C:19]1[CH:32]=[CH:31][CH:30]=[C:21]([C:22]([C:24]2[CH:29]=[CH:28][CH:27]=[CH:26][CH:25]=2)=[O:23])[CH:20]=1)[CH3:18])=[O:16].CCN=C=NCCCN(C)C.Cl.C(OCC)(=O)C. The product is [C:1]([C:8]([NH2:13])([OH:12])[CH:9]([OH:11])[CH3:10])([O:3][C:4]([CH3:5])([CH3:7])[CH3:6])=[O:2].[OH:16][C:15]([CH:17]([C:19]1[CH:32]=[CH:31][CH:30]=[C:21]([C:22]([C:24]2[CH:25]=[CH:26][CH:27]=[CH:28][CH:29]=2)=[O:23])[CH:20]=1)[CH3:18])=[O:14]. The yield is 0.870. (2) The reactants are [O:1]1[C:5]2[CH:6]=[CH:7][C:8]([C:10]3[CH:15]=[CH:14][N:13]=[C:12]([N:16]([CH3:36])[CH2:17][CH2:18][CH2:19][O:20][C:21]4[CH:22]=[C:23]5[C:27](=[CH:28][CH:29]=4)[C@H:26]([CH2:30][C:31]([O:33]CC)=[O:32])[CH2:25][CH2:24]5)[N:11]=3)=[CH:9][C:4]=2[O:3][CH2:2]1.O.O[Li].O. The catalyst is C1COCC1.C(O)C. The product is [O:1]1[C:5]2[CH:6]=[CH:7][C:8]([C:10]3[CH:15]=[CH:14][N:13]=[C:12]([N:16]([CH3:36])[CH2:17][CH2:18][CH2:19][O:20][C:21]4[CH:22]=[C:23]5[C:27](=[CH:28][CH:29]=4)[C@H:26]([CH2:30][C:31]([OH:33])=[O:32])[CH2:25][CH2:24]5)[N:11]=3)=[CH:9][C:4]=2[O:3][CH2:2]1. The yield is 0.270. (3) The reactants are [Cl:1][C:2]1[CH:7]=[C:6]([Cl:8])[CH:5]=[CH:4][C:3]=1[C:9]1[C:17]2[O:16][CH:15]([CH2:18][NH2:19])[CH2:14][C:13]=2[CH:12]=[CH:11][CH:10]=1.C(N(C(C)C)CC)(C)C.Cl[C:30]([O:32][CH2:33][C:34]1[CH:39]=[CH:38][CH:37]=[CH:36][CH:35]=1)=[O:31]. No catalyst specified. The product is [Cl:1][C:2]1[CH:7]=[C:6]([Cl:8])[CH:5]=[CH:4][C:3]=1[C:9]1[C:17]2[O:16][CH:15]([CH2:18][NH:19][C:30](=[O:31])[O:32][CH2:33][C:34]3[CH:39]=[CH:38][CH:37]=[CH:36][CH:35]=3)[CH2:14][C:13]=2[CH:12]=[CH:11][CH:10]=1. The yield is 0.870. (4) The reactants are S(=O)(=O)(O)O.N[C:7]1[CH:16]=[C:15]2[C:10]([C:11]([Br:21])=[N:12][N:13]([CH:18]([CH3:20])[CH3:19])[C:14]2=[O:17])=[CH:9][CH:8]=1.N([O-])=[O:23].[Na+].NC(N)=O. The catalyst is C(O)(=O)C.O. The product is [OH:23][C:7]1[CH:16]=[C:15]2[C:10]([C:11]([Br:21])=[N:12][N:13]([CH:18]([CH3:20])[CH3:19])[C:14]2=[O:17])=[CH:9][CH:8]=1. The yield is 0.930.